This data is from Peptide-MHC class II binding affinity with 134,281 pairs from IEDB. The task is: Regression. Given a peptide amino acid sequence and an MHC pseudo amino acid sequence, predict their binding affinity value. This is MHC class II binding data. (1) The peptide sequence is AAEYWNSQKEVLERT. The MHC is DRB1_0401 with pseudo-sequence DRB1_0401. The binding affinity (normalized) is 0.0311. (2) The peptide sequence is DKLTGPFTVRYTTEG. The MHC is HLA-DQA10101-DQB10501 with pseudo-sequence HLA-DQA10101-DQB10501. The binding affinity (normalized) is 0. (3) The peptide sequence is RPGVSKKFLSLLTSS. The MHC is DRB1_1101 with pseudo-sequence DRB1_1101. The binding affinity (normalized) is 0.518. (4) The peptide sequence is LERFAVNPGLL. The MHC is DRB1_0701 with pseudo-sequence DRB1_0701. The binding affinity (normalized) is 0.330. (5) The peptide sequence is FDNIYSVNIERGLGL. The MHC is HLA-DQA10301-DQB10302 with pseudo-sequence HLA-DQA10301-DQB10302. The binding affinity (normalized) is 0.398.